Task: Predict the reactants needed to synthesize the given product.. Dataset: Full USPTO retrosynthesis dataset with 1.9M reactions from patents (1976-2016) (1) Given the product [CH:55]1([CH2:58][O:59][NH:60][C:45]([C:37]2[N:36]([CH2:35][C:34]3[CH:48]=[CH:49][C:50]([I:52])=[CH:51][C:33]=3[F:32])[C:40]3=[CH:41][N:42]=[CH:43][CH:44]=[C:39]3[CH:38]=2)=[O:47])[CH2:57][CH2:56]1, predict the reactants needed to synthesize it. The reactants are: CN(C(ON1N=NC2C=CC=NC1=2)=[N+](C)C)C.F[P-](F)(F)(F)(F)F.C(N(CC)CC)C.[F:32][C:33]1[CH:51]=[C:50]([I:52])[CH:49]=[CH:48][C:34]=1[CH2:35][N:36]1[C:40]2=[CH:41][N:42]=[CH:43][CH:44]=[C:39]2[CH:38]=[C:37]1[C:45]([O-:47])=O.[Na+].Cl.[CH:55]1([CH2:58][O:59][NH2:60])[CH2:57][CH2:56]1. (2) Given the product [NH2:21][CH2:22][CH2:23][CH2:24][NH:25][C:2]1[N:11]=[C:10]([C:12]2[CH:17]=[CH:16][C:15]([N:18]([CH3:20])[CH3:19])=[CH:14][CH:13]=2)[CH:9]=[C:8]2[C:3]=1[CH:4]=[CH:5][CH:6]=[N:7]2, predict the reactants needed to synthesize it. The reactants are: Cl[C:2]1[N:11]=[C:10]([C:12]2[CH:17]=[CH:16][C:15]([N:18]([CH3:20])[CH3:19])=[CH:14][CH:13]=2)[CH:9]=[C:8]2[C:3]=1[CH:4]=[CH:5][CH:6]=[N:7]2.[NH2:21][CH2:22][CH2:23][CH2:24][NH2:25]. (3) Given the product [CH2:17]([N:18]([CH3:22])[CH2:19][C:20]([N:9]1[C:10]2[C:5](=[CH:4][C:3]([O:2][CH3:1])=[C:12]([N+:13]([O-:15])=[O:14])[CH:11]=2)[CH2:6][CH2:7][CH2:8]1)=[O:28])[CH3:16], predict the reactants needed to synthesize it. The reactants are: [CH3:1][O:2][C:3]1[CH:4]=[C:5]2[C:10](=[CH:11][C:12]=1[N+:13]([O-:15])=[O:14])[NH:9][CH2:8][CH2:7][CH2:6]2.[CH3:16][CH2:17][N:18]([CH:22](C)C)[CH:19](C)[CH3:20].BrCC(Cl)=[O:28].N1C2C(=CC=CC=2)C=CC=1.C(NC)C.C(=O)(O)[O-].[Na+].